The task is: Predict the reactants needed to synthesize the given product.. This data is from Full USPTO retrosynthesis dataset with 1.9M reactions from patents (1976-2016). (1) Given the product [CH2:17]([O:19][C:20]1[CH:21]=[C:22]([CH:23]2[C:8]([C:9]3[CH:14]=[CH:13][CH:12]=[CH:11][C:10]=3[CH3:15])=[C:7]([C:1]3[CH:6]=[CH:5][CH:4]=[CH:3][CH:2]=3)[NH:35][C:33](=[O:34])[NH:32]2)[CH:25]=[C:26]([N+:29]([O-:31])=[O:30])[C:27]=1[OH:28])[CH3:18], predict the reactants needed to synthesize it. The reactants are: [C:1]1([C:7](=O)[CH2:8][C:9]2[CH:14]=[CH:13][CH:12]=[CH:11][C:10]=2[CH3:15])[CH:6]=[CH:5][CH:4]=[CH:3][CH:2]=1.[CH2:17]([O:19][C:20]1[CH:21]=[C:22]([CH:25]=[C:26]([N+:29]([O-:31])=[O:30])[C:27]=1[OH:28])[CH:23]=O)[CH3:18].[NH2:32][C:33]([NH2:35])=[O:34].Cl. (2) Given the product [NH2:12][C:13]1[CH:21]=[CH:20][C:16]([C:17]([NH2:19])=[O:18])=[C:15]([O:22][CH3:23])[CH:14]=1, predict the reactants needed to synthesize it. The reactants are: C([O-])=O.[NH4+].C([NH:12][C:13]1[CH:21]=[CH:20][C:16]([C:17]([NH2:19])=[O:18])=[C:15]([O:22][CH3:23])[CH:14]=1)C1C=CC=CC=1.